Dataset: Forward reaction prediction with 1.9M reactions from USPTO patents (1976-2016). Task: Predict the product of the given reaction. (1) The product is: [Br:18][CH2:15][CH2:14][CH2:13][CH2:12][CH2:11][CH2:10][CH2:9][CH2:8][CH2:7][CH2:6][CH2:5][CH2:4][CH2:3][CH2:2][C:1]([OH:16])=[O:17]. Given the reactants [C:1]1(=[O:17])[O:16][CH2:15][CH2:14][CH2:13][CH2:12][CH2:11][CH2:10][CH2:9][CH2:8][CH2:7][CH2:6][CH2:5][CH2:4][CH2:3][CH2:2]1.[BrH:18].C(O)(=O)C, predict the reaction product. (2) Given the reactants Br.[N:2]1[CH:7]=[CH:6][CH:5]=[C:4]([O:8][C:9]2[CH:14]=[CH:13][C:12]([C:15]3[O:19][C:18]([NH2:20])=[N:17][N:16]=3)=[CH:11][CH:10]=2)[CH:3]=1.[CH3:21][O:22][C:23]1[CH:31]=[CH:30][C:26]([C:27](Cl)=[O:28])=[CH:25][C:24]=1[C:32]([F:35])([F:34])[F:33], predict the reaction product. The product is: [CH3:21][O:22][C:23]1[CH:31]=[CH:30][C:26]([C:27]([NH:20][C:18]2[O:19][C:15]([C:12]3[CH:11]=[CH:10][C:9]([O:8][C:4]4[CH:3]=[N:2][CH:7]=[CH:6][CH:5]=4)=[CH:14][CH:13]=3)=[N:16][N:17]=2)=[O:28])=[CH:25][C:24]=1[C:32]([F:33])([F:34])[F:35]. (3) Given the reactants Cl[C:2]1[N:7]=[C:6]([NH:8][C@@H:9]2[CH2:17][C@H:16]3[N:12]([CH2:13][CH2:14][CH2:15]3)[C:11]([CH3:19])([CH3:18])[CH2:10]2)[C:5]([F:20])=[CH:4][N:3]=1.[NH2:21][C:22]1[CH:23]=[CH:24][C:25]([N:35]2[CH2:40][CH2:39][N:38]([CH:41]3[CH2:44][O:43][CH2:42]3)[CH2:37][CH2:36]2)=[C:26]([N:28]2[C:32](=[O:33])[N:31]([CH3:34])[N:30]=[N:29]2)[CH:27]=1.CC1C=CC(S(O)(=O)=O)=CC=1, predict the reaction product. The product is: [CH3:18][C:11]1([CH3:19])[CH2:10][C@H:9]([NH:8][C:6]2[C:5]([F:20])=[CH:4][N:3]=[C:2]([NH:21][C:22]3[CH:23]=[CH:24][C:25]([N:35]4[CH2:40][CH2:39][N:38]([CH:41]5[CH2:44][O:43][CH2:42]5)[CH2:37][CH2:36]4)=[C:26]([N:28]4[C:32](=[O:33])[N:31]([CH3:34])[N:30]=[N:29]4)[CH:27]=3)[N:7]=2)[CH2:17][C@H:16]2[N:12]1[CH2:13][CH2:14][CH2:15]2. (4) Given the reactants Cl.CO.[O:4]1[C:8]([C:9]2[CH:14]=[CH:13][C:12]([NH:15][N:16]=[CH:17][C:18]3[CH:23]=[CH:22][C:21]([N:24]4[CH2:29][CH2:28][N:27](C(OC(C)(C)C)=O)[CH2:26][CH2:25]4)=[CH:20][CH:19]=3)=[CH:11][CH:10]=2)=[CH:7][N:6]=[CH:5]1, predict the reaction product. The product is: [O:4]1[C:8]([C:9]2[CH:14]=[CH:13][C:12]([NH:15][N:16]=[CH:17][C:18]3[CH:19]=[CH:20][C:21]([N:24]4[CH2:25][CH2:26][NH:27][CH2:28][CH2:29]4)=[CH:22][CH:23]=3)=[CH:11][CH:10]=2)=[CH:7][N:6]=[CH:5]1. (5) Given the reactants [Cl:1][C:2]1[CH:3]=[C:4]2[C:8](=[CH:9][CH:10]=1)[CH2:7][N:6](S(C1C=CC(C)=CC=1)(=O)=O)[CH2:5]2.[BrH:21], predict the reaction product. The product is: [BrH:21].[Cl:1][C:2]1[CH:10]=[C:9]2[C:5](=[CH:4][CH:3]=1)[NH:6][CH2:7][CH2:8]2. (6) Given the reactants [NH2:1][C:2]1[N:7]=[C:6]([CH3:8])[C:5]([C:9]#[N:10])=[C:4]([O-:11])[CH:3]=1.[Na+].[C:13]([O-])([O-])=O.[K+].[K+].CI.C([O-])(O)=O.[Na+], predict the reaction product. The product is: [NH2:1][C:2]1[CH:3]=[C:4]([O:11][CH3:13])[C:5]([C:9]#[N:10])=[C:6]([CH3:8])[N:7]=1. (7) Given the reactants Br[C:2]1[C:3]2[N:4]([CH:18]=[CH:19][N:20]=2)[N:5]=[C:6]([C:8]2[CH:17]=[CH:16][C:11]([C:12]([O:14][CH3:15])=[O:13])=[CH:10][CH:9]=2)[CH:7]=1.[CH3:21][CH:22]1[CH2:26][CH2:25][CH2:24][N:23]1[C:27]1[N:32]=[C:31]([NH2:33])[CH:30]=[CH:29][CH:28]=1.C1C=CC(P(C2C(C3C(P(C4C=CC=CC=4)C4C=CC=CC=4)=CC=C4C=3C=CC=C4)=C3C(C=CC=C3)=CC=2)C2C=CC=CC=2)=CC=1.C([O-])([O-])=O.[Cs+].[Cs+], predict the reaction product. The product is: [CH3:21][CH:22]1[CH2:26][CH2:25][CH2:24][N:23]1[C:27]1[N:32]=[C:31]([NH:33][C:2]2[C:3]3[N:4]([CH:18]=[CH:19][N:20]=3)[N:5]=[C:6]([C:8]3[CH:17]=[CH:16][C:11]([C:12]([O:14][CH3:15])=[O:13])=[CH:10][CH:9]=3)[CH:7]=2)[CH:30]=[CH:29][CH:28]=1. (8) Given the reactants C[CH2:2][N:3]([CH2:6][CH2:7][OH:8])[CH2:4][CH3:5].Cl.OC1CNC1.BrCC1[CH:24]=[CH:23][C:22]([Cl:25])=[CH:21][C:18]=1[C:19]#[N:20], predict the reaction product. The product is: [Cl:25][C:22]1[CH:23]=[CH:24][C:5]([CH2:4][N:3]2[CH2:2][CH:7]([OH:8])[CH2:6]2)=[C:18]([CH:21]=1)[C:19]#[N:20].